Task: Regression. Given a peptide amino acid sequence and an MHC pseudo amino acid sequence, predict their binding affinity value. This is MHC class II binding data.. Dataset: Peptide-MHC class II binding affinity with 134,281 pairs from IEDB The peptide sequence is AFILDGDNLFSKV. The MHC is DRB1_0401 with pseudo-sequence DRB1_0401. The binding affinity (normalized) is 0.788.